The task is: Regression. Given a peptide amino acid sequence and an MHC pseudo amino acid sequence, predict their binding affinity value. This is MHC class I binding data.. This data is from Peptide-MHC class I binding affinity with 185,985 pairs from IEDB/IMGT. (1) The peptide sequence is EESRTIRVL. The MHC is HLA-B40:01 with pseudo-sequence HLA-B40:01. The binding affinity (normalized) is 0.490. (2) The peptide sequence is EVNAHIHTM. The MHC is HLA-A29:02 with pseudo-sequence HLA-A29:02. The binding affinity (normalized) is 0.0847. (3) The peptide sequence is PSEKRIGAY. The MHC is HLA-B15:09 with pseudo-sequence HLA-B15:09. The binding affinity (normalized) is 0.0847. (4) The peptide sequence is YELDLWGKI. The MHC is HLA-B15:09 with pseudo-sequence HLA-B15:09. The binding affinity (normalized) is 0.0847. (5) The peptide sequence is APTGDLPRA. The MHC is HLA-A01:01 with pseudo-sequence HLA-A01:01. The binding affinity (normalized) is 0.0847. (6) The peptide sequence is FRTLIEFHY. The binding affinity (normalized) is 0. The MHC is H-2-Kb with pseudo-sequence H-2-Kb. (7) The peptide sequence is QVFGAIYGA. The MHC is HLA-A68:02 with pseudo-sequence HLA-A68:02. The binding affinity (normalized) is 0.937. (8) The peptide sequence is FTLSFGNST. The MHC is HLA-B15:01 with pseudo-sequence HLA-B15:01. The binding affinity (normalized) is 0.0847. (9) The peptide sequence is ASFKAGKLR. The MHC is HLA-B15:01 with pseudo-sequence HLA-B15:01. The binding affinity (normalized) is 0.0847.